From a dataset of Full USPTO retrosynthesis dataset with 1.9M reactions from patents (1976-2016). Predict the reactants needed to synthesize the given product. Given the product [CH2:1]([N:3]1[CH2:8][CH2:7][N:6]([C:9]2[C:18]3[C:13](=[CH:14][CH:15]=[CH:16][CH:17]=3)[CH:12]=[C:11]([C:19]3[CH:24]=[C:23]([F:25])[C:22]([OH:26])=[C:21]([F:34])[CH:20]=3)[N:10]=2)[CH2:5][CH2:4]1)[CH3:2], predict the reactants needed to synthesize it. The reactants are: [CH2:1]([N:3]1[CH2:8][CH2:7][N:6]([C:9]2[C:18]3[C:13](=[CH:14][CH:15]=[CH:16][CH:17]=3)[CH:12]=[C:11]([C:19]3[CH:24]=[C:23]([F:25])[C:22]([O:26]CC4C=CC=CC=4)=[C:21]([F:34])[CH:20]=3)[N:10]=2)[CH2:5][CH2:4]1)[CH3:2].Cl.